This data is from Catalyst prediction with 721,799 reactions and 888 catalyst types from USPTO. The task is: Predict which catalyst facilitates the given reaction. (1) Reactant: [CH2:1]([O:5][CH2:6][CH:7]=[CH2:8])[CH:2]1[O:4][CH2:3]1.C([Mg]Br)=C.[CH2:13]1[CH2:17]OC[CH2:14]1. Product: [CH2:6]([O:5][CH2:1][CH:2]([OH:4])[CH2:3][CH2:17][CH:13]=[CH2:14])[CH:7]=[CH2:8]. The catalyst class is: 205. (2) The catalyst class is: 116. Reactant: [Cl:1][C:2]1[CH:7]=[CH:6][CH:5]=[C:4]([Cl:8])[C:3]=1[CH:9]1[CH2:14][CH2:13][N:12]([C:15]([C:17]2[NH:18][C:19]3[C:24]([CH:25]=2)=[CH:23][CH:22]=[CH:21][CH:20]=3)=O)[CH2:11][CH2:10]1.CCOCC.Cl. Product: [ClH:1].[Cl:8][C:4]1[CH:5]=[CH:6][CH:7]=[C:2]([Cl:1])[C:3]=1[CH:9]1[CH2:10][CH2:11][N:12]([CH2:15][C:17]2[NH:18][C:19]3[C:24]([CH:25]=2)=[CH:23][CH:22]=[CH:21][CH:20]=3)[CH2:13][CH2:14]1.